From a dataset of Forward reaction prediction with 1.9M reactions from USPTO patents (1976-2016). Predict the product of the given reaction. (1) Given the reactants [C:1]1([Si:7]([C:10]2[CH:15]=[CH:14][CH:13]=[CH:12][CH:11]=2)([OH:9])[OH:8])[CH:6]=[CH:5][CH:4]=[CH:3][CH:2]=1.CO[Si:18]([O:23][CH3:24])([O:21][CH3:22])[O:19][CH3:20], predict the reaction product. The product is: [CH3:24][O:23][Si:18]([O:19][CH3:20])([O:21][CH3:22])[O:8][Si:7]([C:10]1[CH:15]=[CH:14][CH:13]=[CH:12][CH:11]=1)([C:1]1[CH:2]=[CH:3][CH:4]=[CH:5][CH:6]=1)[O:9][Si:18]([O:23][CH3:24])([O:21][CH3:22])[O:19][CH3:20]. (2) Given the reactants [CH2:1]1[C:9]2[C:4](=[CH:5][CH:6]=[CH:7][CH:8]=2)[CH:3]=[CH:2]1.Br[CH2:11][CH2:12][CH2:13][CH:14]=[CH2:15], predict the reaction product. The product is: [CH:11]([C:1]1[C:9]2[C:4](=[CH:5][CH:6]=[CH:7][CH:8]=2)[CH2:3][CH:2]=1)=[CH:12][CH2:13][CH2:14][CH3:15]. (3) Given the reactants [Cl:1][C:2]1[CH:3]=[C:4]([CH:8]=[CH:9][C:10]=1[Cl:11])[C:5](Cl)=[O:6].[NH2:12][C:13]1[CH:18]=[C:17]([N+:19]([O-:21])=[O:20])[CH:16]=[CH:15][C:14]=1O.C1(C)C=CC(S(O)(=O)=O)=CC=1, predict the reaction product. The product is: [Cl:1][C:2]1[CH:3]=[C:4]([C:5]2[O:6][C:14]3[CH:15]=[CH:16][C:17]([N+:19]([O-:21])=[O:20])=[CH:18][C:13]=3[N:12]=2)[CH:8]=[CH:9][C:10]=1[Cl:11]. (4) Given the reactants [Na].CO.Cl.[NH2:5][C:6]([NH2:8])=[NH:7].[Cl:9][C:10]([C:12]1[C:20]2[C:15](=[CH:16][CH:17]=[C:18]([CH3:21])[CH:19]=2)[N:14]([C:22]2[C:31]3[C:26](=[CH:27][CH:28]=[CH:29][CH:30]=3)[N:25]=[CH:24][CH:23]=2)[CH:13]=1)=[O:11], predict the reaction product. The product is: [ClH:9].[NH:7]([C:10]([C:12]1[C:20]2[C:15](=[CH:16][CH:17]=[C:18]([CH3:21])[CH:19]=2)[N:14]([C:22]2[C:31]3[C:26](=[CH:27][CH:28]=[CH:29][CH:30]=3)[N:25]=[CH:24][CH:23]=2)[CH:13]=1)=[O:11])[C:6]([NH2:8])=[NH:5]. (5) Given the reactants C(/[N:14]=[CH:15]/[C:16]1[CH:25]=[C:24]2[C:19]([CH:20]=[CH:21][C:22]([C:26]3[CH:31]=[CH:30][CH:29]=[CH:28][CH:27]=3)=[N:23]2)=[CH:18][CH:17]=1)(C1C=CC=CC=1)C1C=CC=CC=1.Cl[C:33]1[C:38]([Cl:39])=[N:37][CH:36]=[CH:35][N:34]=1, predict the reaction product. The product is: [Cl:39][C:38]1[C:33]([CH:15]([C:16]2[CH:25]=[C:24]3[C:19]([CH:20]=[CH:21][C:22]([C:26]4[CH:27]=[CH:28][CH:29]=[CH:30][CH:31]=4)=[N:23]3)=[CH:18][CH:17]=2)[NH2:14])=[N:34][CH:35]=[CH:36][N:37]=1.